This data is from Full USPTO retrosynthesis dataset with 1.9M reactions from patents (1976-2016). The task is: Predict the reactants needed to synthesize the given product. (1) Given the product [Cl:8][C:6]1[CH:5]=[CH:4][N:3]=[C:2]([NH:9][CH2:10][CH2:11][CH2:12][OH:13])[N:7]=1, predict the reactants needed to synthesize it. The reactants are: Cl[C:2]1[N:7]=[C:6]([Cl:8])[CH:5]=[CH:4][N:3]=1.[NH2:9][CH2:10][CH2:11][CH2:12][OH:13].C(N(CC)CC)C.C(=O)([O-])[O-].[Na+].[Na+]. (2) The reactants are: [CH3:1][C:2]1[C:11](=[O:12])[NH:10][C:9]2[C:4](=[CH:5][CH:6]=[C:7]([CH2:13][C:14](OC(C)(C)C)=O)[CH:8]=2)[N:3]=1.CC1C(=O)NC2C(N=1)=CC(CC(OC(C)(C)C)=O)=CC=2.[C:41]1([C:47]2[N:52]=[N:51][C:50]([NH:53][NH2:54])=[CH:49][CH:48]=2)[CH:46]=[CH:45][CH:44]=[CH:43][CH:42]=1.O.C1(C)C=CC(S(O)(=O)=O)=CC=1.C([O-])(O)=O.[Na+]. Given the product [CH3:1][C:2]1[C:11](=[O:12])[NH:10][C:9]2[C:4]([N:3]=1)=[CH:5][CH:6]=[C:7]([CH2:13][C:14]1[N:51]3[N:52]=[C:47]([C:41]4[CH:46]=[CH:45][CH:44]=[CH:43][CH:42]=4)[CH:48]=[CH:49][C:50]3=[N:53][N:54]=1)[CH:8]=2, predict the reactants needed to synthesize it.